From a dataset of Forward reaction prediction with 1.9M reactions from USPTO patents (1976-2016). Predict the product of the given reaction. (1) The product is: [CH3:11][O:12][C:13](=[O:17])[C@H:14]([NH:16][C:34](=[O:35])[C@@H:33]([NH:32][C:22]([O:24][CH2:25][C:26]1[CH:31]=[CH:30][CH:29]=[CH:28][CH:27]=1)=[O:23])[CH2:36][OH:37])[CH3:15]. Given the reactants C(N(C(C)C)CC)(C)C.Cl.[CH3:11][O:12][C:13](=[O:17])[C@H:14]([NH2:16])[CH3:15].C(Cl)CCl.[C:22]([NH:32][C@H:33]([C:36](O)=[O:37])[CH2:34][OH:35])([O:24][CH2:25][C:26]1[CH:31]=[CH:30][CH:29]=[CH:28][CH:27]=1)=[O:23], predict the reaction product. (2) Given the reactants [C:1]([C:5]([C:7]1[S:11][C:10]([NH2:12])=[N:9][C:8]=1[C:13]1[O:14][CH:15]=[CH:16][CH:17]=1)=[O:6])([CH3:4])([CH3:3])[CH3:2].[C:18](O)(=[O:25])[C:19]1[CH:24]=[CH:23][N:22]=[CH:21][CH:20]=1.CCN=C=NCCCN(C)C.Cl.O.ON1C2C=CC=CC=2N=N1, predict the reaction product. The product is: [O:14]1[CH:15]=[CH:16][CH:17]=[C:13]1[C:8]1[N:9]=[C:10]([NH:12][C:18]([C:19]2[CH:24]=[CH:23][N:22]=[CH:21][CH:20]=2)=[O:25])[S:11][C:7]=1[C:5](=[O:6])[C:1]([CH3:4])([CH3:2])[CH3:3]. (3) The product is: [CH2:1]([C@H:8]1[N:13]([C:14]([C:16]2[N:17]=[CH:18][N:19]([C@@H:27]3[CH2:33][CH2:32][CH2:31][CH2:30][CH2:29][C@@H:28]3[OH:34])[C:20]=2[C:21]2[CH:26]=[CH:25][CH:24]=[CH:23][CH:22]=2)=[O:15])[CH2:12][CH2:11][N:10]([C:46]([O:48][C:49]([CH3:52])([CH3:51])[CH3:50])=[O:47])[CH2:9]1)[C:2]1[CH:3]=[CH:4][CH:5]=[CH:6][CH:7]=1. Given the reactants [CH2:1]([C@H:8]1[N:13]([C:14]([C:16]2[N:17]=[CH:18][N:19]([C@@H:27]3[CH2:33][CH2:32][CH2:31][CH2:30][CH2:29][C@@H:28]3[O:34]C(=O)C3C=CC([N+]([O-])=O)=CC=3)[C:20]=2[C:21]2[CH:26]=[CH:25][CH:24]=[CH:23][CH:22]=2)=[O:15])[CH2:12][CH2:11][N:10]([C:46]([O:48][C:49]([CH3:52])([CH3:51])[CH3:50])=[O:47])[CH2:9]1)[C:2]1[CH:7]=[CH:6][CH:5]=[CH:4][CH:3]=1.[OH-].[Na+].C(O)C, predict the reaction product. (4) Given the reactants P(Cl)(Cl)([Cl:3])=O.[CH3:6][N:7]([CH3:10])C=O.[F:11][CH:12]([F:20])[C:13]1[CH:17]=[C:16]([OH:18])N(C)[N:14]=1, predict the reaction product. The product is: [Cl:3][C:10]1[N:7]([CH3:6])[N:14]=[C:13]([CH:12]([F:20])[F:11])[C:17]=1[CH:16]=[O:18]. (5) The product is: [CH3:23][O:24][C:25]1[CH:30]=[CH:29][C:28]([C:8]2[N:13]=[C:12]([N:14]3[CH2:22][CH2:21][CH2:20][C@@H:15]3[C:16]([O:18][CH3:19])=[O:17])[CH:11]=[CH:10][CH:9]=2)=[CH:27][C:26]=1[CH:34]1[C:35]2[C:36](=[O:53])[CH2:37][C:38]([CH3:51])([CH3:52])[CH2:39][C:40]=2[O:41][C:42]2[CH2:43][C:44]([CH3:50])([CH3:49])[CH2:45][C:46](=[O:48])[C:47]1=2. Given the reactants C(=O)([O-])[O-].[Na+].[Na+].Br[C:8]1[N:13]=[C:12]([N:14]2[CH2:22][CH2:21][CH2:20][C@@H:15]2[C:16]([O:18][CH3:19])=[O:17])[CH:11]=[CH:10][CH:9]=1.[CH3:23][O:24][C:25]1[CH:30]=[CH:29][C:28](B(O)O)=[CH:27][C:26]=1[CH:34]1[C:47]2[C:46](=[O:48])[CH2:45][C:44]([CH3:50])([CH3:49])[CH2:43][C:42]=2[O:41][C:40]2[CH2:39][C:38]([CH3:52])([CH3:51])[CH2:37][C:36](=[O:53])[C:35]1=2.O, predict the reaction product. (6) Given the reactants [F:1][C:2]1[CH:7]=[CH:6][C:5]([C:8]2[S:12][N:11]=[C:10]([C:13]3[CH:18]=[CH:17][C:16]([CH3:19])=[CH:15][CH:14]=3)[N:9]=2)=[CH:4][CH:3]=1.C1C(=O)N([Br:27])C(=O)C1, predict the reaction product. The product is: [F:1][C:2]1[CH:3]=[CH:4][C:5]([C:8]2[S:12][N:11]=[C:10]([C:13]3[CH:18]=[CH:17][C:16]([CH2:19][Br:27])=[CH:15][CH:14]=3)[N:9]=2)=[CH:6][CH:7]=1.